Dataset: Forward reaction prediction with 1.9M reactions from USPTO patents (1976-2016). Task: Predict the product of the given reaction. Given the reactants [CH2:1]1[C:9]2[C:4](=[CH:5][CH:6]=[CH:7][CH:8]=2)[CH2:3][CH:2]1[NH2:10].[F:11][C:12]1[CH:13]=[C:14]([B:21]([OH:23])[OH:22])[CH:15]=[C:16]([F:20])[C:17]=1[CH:18]=O.C(O)(=O)C.[BH-](OC(C)=O)(OC(C)=O)OC(C)=O.[Na+], predict the reaction product. The product is: [CH2:1]1[C:9]2[C:4](=[CH:5][CH:6]=[CH:7][CH:8]=2)[CH2:3][CH:2]1[NH:10][CH2:18][C:17]1[C:16]([F:20])=[CH:15][C:14]([B:21]([OH:23])[OH:22])=[CH:13][C:12]=1[F:11].